From a dataset of Full USPTO retrosynthesis dataset with 1.9M reactions from patents (1976-2016). Predict the reactants needed to synthesize the given product. (1) Given the product [CH3:24][N:23]([CH3:25])[CH2:22][CH2:21][O:1][C:2]1[CH:3]=[CH:4][C:5]([C:6]([O:8][CH2:9][CH3:10])=[O:7])=[CH:11][CH:12]=1, predict the reactants needed to synthesize it. The reactants are: [OH:1][C:2]1[CH:12]=[CH:11][C:5]([C:6]([O:8][CH2:9][CH3:10])=[O:7])=[CH:4][CH:3]=1.[OH-].[Na+].[Cl-].CS(O[CH2:21][CH2:22][NH+:23]([CH3:25])[CH3:24])(=O)=O.C(O)(=O)C. (2) Given the product [C:5]([CH:4]([CH2:16][C:17]1[CH:22]=[CH:21][N:20]=[CH:19][CH:18]=1)[C:3]([O:9][CH2:10][CH3:11])=[O:8])(=[O:6])[CH3:7], predict the reactants needed to synthesize it. The reactants are: [H-].[Na+].[C:3]([O:9][CH2:10][CH2:11]CC)(=[O:8])[CH2:4][C:5]([CH3:7])=[O:6].Cl.Cl[CH2:16][C:17]1[CH:22]=[CH:21][N:20]=[CH:19][CH:18]=1.C(=O)([O-])O.[Na+]. (3) Given the product [OH:18][C@@H:13]1[C@@H:11]2[O:12][CH:7]([C:1]3[CH:2]=[CH:3][CH:4]=[CH:5][CH:6]=3)[O:8][CH2:9][C@H:10]2[O:16][CH2:15][C@@H:14]1[O:17][C:19](=[O:21])[CH3:20], predict the reactants needed to synthesize it. The reactants are: [C:1]1([CH:7]2[O:12][C@H:11]3[C@@H:13]([OH:18])[C@@H:14]([OH:17])[CH2:15][O:16][C@@H:10]3[CH2:9][O:8]2)[CH:6]=[CH:5][CH:4]=[CH:3][CH:2]=1.[C:19](OC=C)(=[O:21])[CH3:20]. (4) Given the product [CH3:1][C:2]1[CH:7]=[C:6]([C:8]([N:10]2[C:16]3[CH:17]=[CH:18][CH:19]=[CH:20][C:15]=3[CH2:14][N:13]3[C:21]([C:24]([N:46]4[CH2:47][CH2:48][N:43]([C:40]5[CH:41]=[CH:42][N:37]=[CH:38][CH:39]=5)[CH2:44][CH2:45]4)=[O:25])=[CH:22][CH:23]=[C:12]3[CH2:11]2)=[O:9])[CH:5]=[CH:4][C:3]=1[C:27]1[CH:32]=[CH:31][CH:30]=[CH:29][C:28]=1[C:33]([F:36])([F:35])[F:34], predict the reactants needed to synthesize it. The reactants are: [CH3:1][C:2]1[CH:7]=[C:6]([C:8]([N:10]2[C:16]3[CH:17]=[CH:18][CH:19]=[CH:20][C:15]=3[CH2:14][N:13]3[C:21]([C:24](O)=[O:25])=[CH:22][CH:23]=[C:12]3[CH2:11]2)=[O:9])[CH:5]=[CH:4][C:3]=1[C:27]1[CH:32]=[CH:31][CH:30]=[CH:29][C:28]=1[C:33]([F:36])([F:35])[F:34].[N:37]1[CH:42]=[CH:41][C:40]([N:43]2[CH2:48][CH2:47][NH:46][CH2:45][CH2:44]2)=[CH:39][CH:38]=1.O.ON1C2C=CC=CC=2N=N1.Cl.CN(C)CCCN=C=NCC.C(N(CC)C(C)C)(C)C.